From a dataset of KCNQ2 potassium channel screen with 302,405 compounds. Binary Classification. Given a drug SMILES string, predict its activity (active/inactive) in a high-throughput screening assay against a specified biological target. (1) The molecule is S(=O)(=O)(N1CCOCC1)c1cc(n2sc3c(c2=O)cccc3)c(N2CCCC2)cc1. The result is 0 (inactive). (2) The compound is O(CCNc1c2c(nc(c1)C)cccc2)C. The result is 0 (inactive).